Regression. Given a peptide amino acid sequence and an MHC pseudo amino acid sequence, predict their binding affinity value. This is MHC class II binding data. From a dataset of Peptide-MHC class II binding affinity with 134,281 pairs from IEDB. (1) The peptide sequence is SLETVAIDRPAEVRKHHHHHH. The MHC is HLA-DQA10102-DQB10501 with pseudo-sequence HLA-DQA10102-DQB10501. The binding affinity (normalized) is 0.457. (2) The peptide sequence is MTEQQWNFAGIEAAA. The MHC is DRB4_0101 with pseudo-sequence DRB4_0103. The binding affinity (normalized) is 0.136. (3) The binding affinity (normalized) is 0.660. The MHC is HLA-DQA10501-DQB10301 with pseudo-sequence HLA-DQA10501-DQB10301. The peptide sequence is PEVKYAVFEAALTKA. (4) The MHC is DRB1_0802 with pseudo-sequence DRB1_0802. The peptide sequence is PHPLEKKITQWLETKGV. The binding affinity (normalized) is 0.217. (5) The peptide sequence is GSDPKKLVLNIKYTRPGDSL. The MHC is DRB3_0202 with pseudo-sequence DRB3_0202. The binding affinity (normalized) is 0.461. (6) The peptide sequence is RFKYLLNVSYLCHLV. The MHC is DRB1_1302 with pseudo-sequence DRB1_1302. The binding affinity (normalized) is 0. (7) The peptide sequence is EKALWIIFSQNMNIK. The MHC is HLA-DPA10201-DPB11401 with pseudo-sequence HLA-DPA10201-DPB11401. The binding affinity (normalized) is 0.244. (8) The peptide sequence is AFILFGDNLFPKV. The MHC is DRB1_0401 with pseudo-sequence DRB1_0401. The binding affinity (normalized) is 0.622. (9) The peptide sequence is HPQQFIYAGSLSALL. The binding affinity (normalized) is 0.574. The MHC is HLA-DPA10103-DPB10401 with pseudo-sequence HLA-DPA10103-DPB10401. (10) The peptide sequence is EKKYFAATQFKPLAA. The binding affinity (normalized) is 0.896. The MHC is HLA-DPA10103-DPB10601 with pseudo-sequence HLA-DPA10103-DPB10601.